This data is from Peptide-MHC class I binding affinity with 185,985 pairs from IEDB/IMGT. The task is: Regression. Given a peptide amino acid sequence and an MHC pseudo amino acid sequence, predict their binding affinity value. This is MHC class I binding data. (1) The peptide sequence is REDQWCGSL. The MHC is HLA-B40:01 with pseudo-sequence HLA-B40:01. The binding affinity (normalized) is 0.942. (2) The peptide sequence is IEEQVNKTM. The MHC is HLA-A24:03 with pseudo-sequence HLA-A24:03. The binding affinity (normalized) is 0.213.